From a dataset of Catalyst prediction with 721,799 reactions and 888 catalyst types from USPTO. Predict which catalyst facilitates the given reaction. (1) Reactant: [F:1][C:2]1[CH:7]=[CH:6][CH:5]=[CH:4][C:3]=1[C:8]1[CH:16]=[CH:15][CH:14]=[C:13]2[C:9]=1[CH2:10][C:11](=[O:17])[NH:12]2.[N:18]1([CH2:23][CH2:24][NH:25][C:26]([C:28]2[CH:32]=[C:31]([CH3:33])[NH:30][C:29]=2[CH:34]=O)=[O:27])[CH2:22][CH2:21][CH2:20][CH2:19]1. Product: [N:18]1([CH2:23][CH2:24][NH:25][C:26]([C:28]2[CH:32]=[C:31]([CH3:33])[NH:30][C:29]=2[CH:34]=[C:10]2[C:9]3[C:13](=[CH:14][CH:15]=[CH:16][C:8]=3[C:3]3[CH:4]=[CH:5][CH:6]=[CH:7][C:2]=3[F:1])[NH:12][C:11]2=[O:17])=[O:27])[CH2:22][CH2:21][CH2:20][CH2:19]1. The catalyst class is: 360. (2) Reactant: [F:1][C:2]1[C:11]2[O:10][CH2:9][C:8](=[O:12])[NH:7][C:6]=2[CH:5]=[CH:4][CH:3]=1.C([O-])([O-])=O.[Cs+].[Cs+].[Cl:19][CH2:20][CH2:21][CH2:22]I. Product: [Cl:19][CH2:20][CH2:21][CH2:22][N:7]1[C:6]2[CH:5]=[CH:4][CH:3]=[C:2]([F:1])[C:11]=2[O:10][CH2:9][C:8]1=[O:12]. The catalyst class is: 243. (3) Reactant: [C:1]([C:4]([C@@H:17]1[CH2:21][CH2:20][N:19](CCCCCCC=O)[CH2:18]1)([C:11]1[CH:16]=[CH:15][CH:14]=[CH:13][CH:12]=1)[C:5]1[CH:10]=[CH:9][CH:8]=[CH:7][CH:6]=1)(=[O:3])[NH2:2].C(NC1CCN(CC2C=NC=CC=2OC)CC1)(C)C.C(O[BH-](OC(=O)C)OC(=O)C)(=O)C.[Na+].N1CCCC1. Product: [C:1]([C:4]([C@@H:17]1[CH2:21][CH2:20][NH:19][CH2:18]1)([C:11]1[CH:12]=[CH:13][CH:14]=[CH:15][CH:16]=1)[C:5]1[CH:10]=[CH:9][CH:8]=[CH:7][CH:6]=1)(=[O:3])[NH2:2]. The catalyst class is: 4. (4) Reactant: C([O:4][C:5]([CH3:30])([CH3:29])[C:6]([NH:8][C:9]1[CH:17]=[C:16]([O:18][Si:19]([CH:26]([CH3:28])[CH3:27])([CH:23]([CH3:25])[CH3:24])[CH:20]([CH3:22])[CH3:21])[CH:15]=[CH:14][C:10]=1[C:11]([OH:13])=[O:12])=[O:7])(=O)C.C([O-])([O-])=O.[K+].[K+]. Product: [OH:4][C:5]([CH3:30])([CH3:29])[C:6]([NH:8][C:9]1[CH:17]=[C:16]([O:18][Si:19]([CH:23]([CH3:25])[CH3:24])([CH:26]([CH3:27])[CH3:28])[CH:20]([CH3:21])[CH3:22])[CH:15]=[CH:14][C:10]=1[C:11]([OH:13])=[O:12])=[O:7]. The catalyst class is: 5. (5) Reactant: [Cl-].[Al+3].[Cl-].[Cl-].[CH2:5]([N:7]1[C:20]2[CH:19]=[C:18]3[C:21]([CH2:30][CH3:31])([CH2:28][CH3:29])[C:22]4[C:27]([C:17]3=[CH:16][C:15]=2[C:14]([CH3:33])([CH3:32])[C:13]2[C:8]1=[CH:9][CH:10]=[CH:11][CH:12]=2)=[CH:26][CH:25]=[CH:24][CH:23]=4)[CH3:6].[C:34](Cl)(=[O:36])[CH3:35]. Product: [C:34]([C:11]1[CH:12]=[C:13]2[C:8](=[CH:9][CH:10]=1)[N:7]([CH2:5][CH3:6])[C:20]1[CH:19]=[C:18]3[C:21]([CH2:28][CH3:29])([CH2:30][CH3:31])[C:22]4[C:27]([C:17]3=[CH:16][C:15]=1[C:14]2([CH3:33])[CH3:32])=[CH:26][CH:25]=[CH:24][CH:23]=4)(=[O:36])[CH3:35]. The catalyst class is: 4. (6) Reactant: C(=O)([O-])[O-].[K+].[K+].[NH:7]1[C:11]2=[N:12][CH:13]=[CH:14][CH:15]=[C:10]2[C:9]([C:16](=O)[C:17]#[C:18][CH2:19][CH3:20])=[CH:8]1.C(=O)(O)O.[NH2:26][C:27]([NH2:29])=[NH:28]. Product: [CH2:19]([C:18]1[CH:17]=[C:16]([C:9]2[C:10]3[C:11](=[N:12][CH:13]=[CH:14][CH:15]=3)[NH:7][CH:8]=2)[N:28]=[C:27]([NH2:29])[N:26]=1)[CH3:20]. The catalyst class is: 141. (7) Reactant: C(OC([N:11]1[CH2:16][CH2:15][CH:14]([CH2:17][NH:18][C:19]2[CH:24]=[C:23]([CH3:25])[N:22]=[C:21](Cl)[N:20]=2)[CH2:13][CH2:12]1)=O)C1C=CC=CC=1. Product: [CH3:25][C:23]1[N:22]=[CH:21][N:20]=[C:19]([NH:18][CH2:17][CH:14]2[CH2:15][CH2:16][NH:11][CH2:12][CH2:13]2)[CH:24]=1. The catalyst class is: 29. (8) Reactant: [C:1]([O:5][C:6](=[O:33])[NH:7][C:8]1[S:9][C:10]([CH:31]=[O:32])=[C:11]([C:13]2[C:14]([CH:27]([OH:30])[CH2:28][CH3:29])=[N:15][N:16]([CH2:18][C:19]3[CH:24]=[CH:23][C:22]([O:25][CH3:26])=[CH:21][CH:20]=3)[CH:17]=2)[N:12]=1)([CH3:4])([CH3:3])[CH3:2].C1C=C[NH+]=CC=1.[O-][Cr](Cl)(=O)=O. Product: [C:1]([O:5][C:6](=[O:33])[NH:7][C:8]1[S:9][C:10]([CH:31]=[O:32])=[C:11]([C:13]2[C:14]([C:27](=[O:30])[CH2:28][CH3:29])=[N:15][N:16]([CH2:18][C:19]3[CH:20]=[CH:21][C:22]([O:25][CH3:26])=[CH:23][CH:24]=3)[CH:17]=2)[N:12]=1)([CH3:2])([CH3:3])[CH3:4]. The catalyst class is: 2. (9) Product: [OH:27][CH2:26][CH2:25][N:16]1[CH2:17][CH2:18][CH:13]([C:5]2[NH:6][C:7](=[O:12])[C:8]3[C:3]([CH:4]=2)=[C:2]([CH3:1])[CH:11]=[CH:10][CH:9]=3)[CH2:14][CH2:15]1. The catalyst class is: 10. Reactant: [CH3:1][C:2]1[CH:11]=[CH:10][CH:9]=[C:8]2[C:3]=1[CH:4]=[C:5]([CH:13]1[CH2:18][CH2:17][NH:16][CH2:15][CH2:14]1)[NH:6][C:7]2=[O:12].C(=O)(O)[O-].[Na+].Br[CH2:25][CH2:26][OH:27].